From a dataset of Reaction yield outcomes from USPTO patents with 853,638 reactions. Predict the reaction yield, written as a fraction of the theoretical maximum amount of product (1.0 means a 100% yield; for example, 0.34 means a 34% yield). (1) The reactants are [CH:1]([O:4][C:5](=[O:13])[C:6]1[CH:11]=[C:10](Cl)[CH:9]=[CH:8][N:7]=1)([CH3:3])[CH3:2].CC1(C)C(C)(C)OB([C:22]2[CH:23]=[C:24]3[NH:30][CH:29]=[CH:28][C:25]3=[N:26][CH:27]=2)O1.C(=O)([O-])[O-].[K+].[K+]. The catalyst is C1(C)C=CC=CC=1. The product is [NH:30]1[C:24]2[C:25](=[N:26][CH:27]=[C:22]([C:10]3[CH:9]=[CH:8][N:7]=[C:6]([C:5]([O:4][CH:1]([CH3:3])[CH3:2])=[O:13])[CH:11]=3)[CH:23]=2)[CH:28]=[CH:29]1. The yield is 0.570. (2) The reactants are [CH:1]([C:3]1[C:4]([CH3:25])=[N:5][N:6]([CH3:24])[C:7]=1[C:8]1[C:16]2[C:11](=[CH:12][CH:13]=[CH:14][CH:15]=2)[N:10](C(OC(C)(C)C)=O)[CH:9]=1)=[O:2].ClC1N(C)N=C(C)C=1C=O. No catalyst specified. The product is [NH:10]1[C:11]2[C:16](=[CH:15][CH:14]=[CH:13][CH:12]=2)[C:8]([C:7]2[N:6]([CH3:24])[N:5]=[C:4]([CH3:25])[C:3]=2[CH:1]=[O:2])=[CH:9]1. The yield is 0.240. (3) The reactants are [C:1]([C:5]1[CH:10]=[CH:9][C:8]([C:11]2[NH:12][C:13](=O)[C:14]3[C:19]([CH:20]=2)=[CH:18][C:17]([O:21][CH3:22])=[CH:16][CH:15]=3)=[CH:7][CH:6]=1)([CH3:4])([CH3:3])[CH3:2].O=P(Cl)(Cl)[Cl:26]. No catalyst specified. The product is [C:1]([C:5]1[CH:10]=[CH:9][C:8]([C:11]2[N:12]=[C:13]([Cl:26])[C:14]3[C:19]([CH:20]=2)=[CH:18][C:17]([O:21][CH3:22])=[CH:16][CH:15]=3)=[CH:7][CH:6]=1)([CH3:4])([CH3:3])[CH3:2]. The yield is 0.280. (4) The reactants are C(O[C:4]([SH:6])=[S:5])C.[K].Br[C:9]1[CH:14]=[CH:13][C:12]([C:15]([F:18])([F:17])[F:16])=[CH:11][C:10]=1[NH2:19].Cl. The catalyst is CN(C)C=O. The product is [SH:6][C:4]1[S:5][C:9]2[CH:14]=[CH:13][C:12]([C:15]([F:16])([F:18])[F:17])=[CH:11][C:10]=2[N:19]=1. The yield is 0.920. (5) The reactants are [CH2:1]([C@H:5]1[CH2:9][N:8]([C@H](C2C=CC=CC=2)C)[C:7](=[O:18])[CH2:6]1)[CH2:2][CH2:3][CH3:4].N.[Na]. The catalyst is O1CCCC1. The product is [CH2:1]([C@H:5]1[CH2:9][NH:8][C:7](=[O:18])[CH2:6]1)[CH2:2][CH2:3][CH3:4]. The yield is 0.870. (6) The reactants are [O:1]1[CH:5]=[CH:4][CH:3]=[C:2]1[C:6]1[N:10]([C:11]2[CH:16]=[CH:15][C:14]([O:17][CH3:18])=[CH:13][CH:12]=2)[N:9]=[C:8]([C:19]([NH2:21])=O)[CH:7]=1.N1C=CC=CC=1.O1CCOCC1.FC(F)(F)C(OC(=O)C(F)(F)F)=O. The catalyst is C(OCC)(=O)C.O. The product is [O:1]1[CH:5]=[CH:4][CH:3]=[C:2]1[C:6]1[N:10]([C:11]2[CH:16]=[CH:15][C:14]([O:17][CH3:18])=[CH:13][CH:12]=2)[N:9]=[C:8]([C:19]#[N:21])[CH:7]=1. The yield is 0.740.